Dataset: Reaction yield outcomes from USPTO patents with 853,638 reactions. Task: Predict the reaction yield, written as a fraction of the theoretical maximum amount of product (1.0 means a 100% yield; for example, 0.34 means a 34% yield). (1) The reactants are [CH:1]1([CH2:6][CH:7]([C:11]2[CH:16]=[CH:15][C:14]([O:17][C:18]3[CH:23]=[CH:22][CH:21]=[CH:20][CH:19]=3)=[CH:13][CH:12]=2)[C:8](O)=[O:9])[CH2:5][CH2:4][CH2:3][CH2:2]1.C(Cl)(=O)C(Cl)=O.C[Si](C)(C)[NH:32][Si](C)(C)C.CO. The catalyst is C(Cl)Cl.CN(C)C=O. The product is [CH:1]1([CH2:6][CH:7]([C:11]2[CH:16]=[CH:15][C:14]([O:17][C:18]3[CH:23]=[CH:22][CH:21]=[CH:20][CH:19]=3)=[CH:13][CH:12]=2)[C:8]([NH2:32])=[O:9])[CH2:5][CH2:4][CH2:3][CH2:2]1. The yield is 0.610. (2) The reactants are C[O:2][C:3]([C:5]1[CH:10]=[C:9]([Br:11])[C:8](=[O:12])[N:7]([CH3:13])[C:6]=1[NH:14][C:15]1[CH:20]=[CH:19][C:18]([Br:21])=[CH:17][C:16]=1[F:22])=[O:4].COC(C1C=CC(=O)N(C)C=1NC1C=CC(Br)=CC=1F)=O.BrN1C(=O)CCC1=O. The catalyst is CN(C=O)C. The product is [Br:11][C:9]1[C:8](=[O:12])[N:7]([CH3:13])[C:6]([NH:14][C:15]2[CH:20]=[CH:19][C:18]([Br:21])=[CH:17][C:16]=2[F:22])=[C:5]([C:3]([OH:4])=[O:2])[CH:10]=1. The yield is 0.850.